From a dataset of Forward reaction prediction with 1.9M reactions from USPTO patents (1976-2016). Predict the product of the given reaction. (1) Given the reactants [F:1][C:2]1[CH:7]=[C:6]([CH3:8])[CH:5]=[CH:4][C:3]=1[C:9]1[S:13][N:12]=[C:11]([CH3:14])[C:10]=1[CH2:15][OH:16].[F:17][C:18]1[CH:19]=[C:20]([CH2:26][CH2:27][C:28]([O:30][CH2:31][CH3:32])=[O:29])[CH:21]=[C:22]([F:25])[C:23]=1O.C1CCN(C(N=NC(N2CCCCC2)=O)=O)CC1.P(CCCC)(CCCC)CCCC, predict the reaction product. The product is: [F:17][C:18]1[CH:19]=[C:20]([CH2:26][CH2:27][C:28]([O:30][CH2:31][CH3:32])=[O:29])[CH:21]=[C:22]([F:25])[C:23]=1[O:16][CH2:15][C:10]1[C:11]([CH3:14])=[N:12][S:13][C:9]=1[C:3]1[CH:4]=[CH:5][C:6]([CH3:8])=[CH:7][C:2]=1[F:1]. (2) Given the reactants C[O:2][C:3]1[CH:8]=[CH:7][CH:6]=[CH:5][C:4]=1[C:9]([C:11]1[CH:12]=[N:13][C:14]2[C:19]([C:20]=1[C:21]1[CH:26]=[CH:25][CH:24]=[CH:23][CH:22]=1)=[CH:18][CH:17]=[CH:16][C:15]=2[C:27]([F:30])([F:29])[F:28])=[O:10].Cl.N1C=CC=CC=1, predict the reaction product. The product is: [OH:2][C:3]1[CH:8]=[CH:7][CH:6]=[CH:5][C:4]=1[C:9]([C:11]1[CH:12]=[N:13][C:14]2[C:19]([C:20]=1[C:21]1[CH:22]=[CH:23][CH:24]=[CH:25][CH:26]=1)=[CH:18][CH:17]=[CH:16][C:15]=2[C:27]([F:30])([F:28])[F:29])=[O:10]. (3) Given the reactants [Br:1][C:2]1[S:6][C:5]([C:7]2[N:11]3[N:12]=[C:13]([CH3:21])[CH:14]=[C:15]([CH:16]([CH2:19][CH3:20])[CH2:17][CH3:18])[C:10]3=[N:9][C:8]=2[CH3:22])=[C:4]([Cl:23])[CH:3]=1.FC(F)(F)C(O)=O.C1C(=O)N([Br:38])C(=O)C1.[OH-].[Na+], predict the reaction product. The product is: [Br:38][C:3]1[C:4]([Cl:23])=[C:5]([C:7]2[N:11]3[N:12]=[C:13]([CH3:21])[CH:14]=[C:15]([CH:16]([CH2:19][CH3:20])[CH2:17][CH3:18])[C:10]3=[N:9][C:8]=2[CH3:22])[S:6][C:2]=1[Br:1]. (4) Given the reactants [CH3:1][CH:2]([NH:6][C:7]1[CH:15]=[CH:14][C:10]2[N:11]=[CH:12][NH:13][C:9]=2[CH:8]=1)[CH2:3][CH2:4][CH3:5].[CH3:16][S:17][C:18]1[CH:25]=[CH:24][C:21]([CH2:22]Br)=[CH:20][CH:19]=1.C([O-])([O-])=O.[K+].[K+], predict the reaction product. The product is: [CH3:16][S:17][C:18]1[CH:25]=[CH:24][C:21]([CH2:22][N:6]([CH:2]([CH2:3][CH2:4][CH3:5])[CH3:1])[C:7]2[CH:15]=[CH:14][C:10]3[NH:11][CH:12]=[N:13][C:9]=3[CH:8]=2)=[CH:20][CH:19]=1. (5) Given the reactants FC(F)(F)C1C=C(NC(=O)NC2C=CC(C3SC(CCC(O)=O)=NC=3)=CC=2)C=CC=1.[Cl:31][C:32]1[CH:37]=[CH:36][CH:35]=[C:34]([C:38]([F:41])([F:40])[F:39])[C:33]=1[NH:42][C:43](=[O:66])[NH:44][C:45]1[CH:50]=[CH:49][C:48]([C:51]2[S:55][C:54]([CH:56]3[CH2:61][CH2:60][CH:59]([C:62]([O:64]C)=[O:63])[CH2:58][CH2:57]3)=[N:53][CH:52]=2)=[CH:47][CH:46]=1, predict the reaction product. The product is: [Cl:31][C:32]1[CH:37]=[CH:36][CH:35]=[C:34]([C:38]([F:40])([F:39])[F:41])[C:33]=1[NH:42][C:43](=[O:66])[NH:44][C:45]1[CH:46]=[CH:47][C:48]([C:51]2[S:55][C:54]([CH:56]3[CH2:57][CH2:58][CH:59]([C:62]([OH:64])=[O:63])[CH2:60][CH2:61]3)=[N:53][CH:52]=2)=[CH:49][CH:50]=1. (6) Given the reactants [CH2:1]([O:8][C:9]([NH:11][C@H:12]1[C:21]2[C:16](=[CH:17][CH:18]=[C:19]([C:22]([O:24][CH2:25][CH3:26])=[O:23])[CH:20]=2)[NH:15][C@@H:14]([CH:27]2[CH2:29][CH2:28]2)[C@@H:13]1[CH3:30])=[O:10])[C:2]1[CH:7]=[CH:6][CH:5]=[CH:4][CH:3]=1.N1C=CC=CC=1.[C:37](Cl)(=[O:39])[CH3:38], predict the reaction product. The product is: [C:37]([N:15]1[C:16]2[C:21](=[CH:20][C:19]([C:22]([O:24][CH2:25][CH3:26])=[O:23])=[CH:18][CH:17]=2)[C@H:12]([NH:11][C:9]([O:8][CH2:1][C:2]2[CH:3]=[CH:4][CH:5]=[CH:6][CH:7]=2)=[O:10])[C@H:13]([CH3:30])[C@@H:14]1[CH:27]1[CH2:28][CH2:29]1)(=[O:39])[CH3:38]. (7) Given the reactants Br[C:2]1[CH:3]=[CH:4][C:5]([NH:8][C:9](=[O:11])[CH3:10])=[N:6][CH:7]=1.C(N(CCCC)CCCC)CCC.[C:25]([OH:29])(=[O:28])[CH:26]=[CH2:27].Cl, predict the reaction product. The product is: [C:9]([NH:8][C:5]1[N:6]=[CH:7][C:2]([CH:27]=[CH:26][C:25]([OH:29])=[O:28])=[CH:3][CH:4]=1)(=[O:11])[CH3:10]. (8) Given the reactants [Br:1][C:2]1[CH:7]=[CH:6][C:5]([C:8]2[CH:13]=[CH:12][C:11]([NH:14][C:15](NC3C=CC(OC4C=CN=C(NCCCCN(C)C)N=4)=CC=3C)=[O:16])=[CH:10][C:9]=2[C:40]([F:43])([F:42])[F:41])=[CH:4][CH:3]=1.[NH2:44][C:45]1[CH:65]=[CH:64][C:48]([O:49][C:50]2[CH:55]=[CH:54][N:53]=[C:52]([NH:56][CH2:57][CH2:58][CH2:59][CH2:60][N:61]([CH3:63])[CH3:62])[N:51]=2)=[CH:47][C:46]=1[C:66]([F:69])([F:68])[F:67], predict the reaction product. The product is: [Br:1][C:2]1[CH:3]=[CH:4][C:5]([C:8]2[CH:13]=[CH:12][C:11]([NH:14][C:15]([NH:44][C:45]3[CH:65]=[CH:64][C:48]([O:49][C:50]4[CH:55]=[CH:54][N:53]=[C:52]([NH:56][CH2:57][CH2:58][CH2:59][CH2:60][N:61]([CH3:63])[CH3:62])[N:51]=4)=[CH:47][C:46]=3[C:66]([F:68])([F:69])[F:67])=[O:16])=[CH:10][C:9]=2[C:40]([F:41])([F:42])[F:43])=[CH:6][CH:7]=1. (9) Given the reactants [NH2:1][C:2]1[CH:6]=[CH:5]NN=1.CO[C:9](=[O:20])[C:10]1[CH:15]=[CH:14][C:13]([C:16]([F:19])([F:18])[F:17])=[CH:12][CH:11]=1.[H-].[Na+].C(#N)CC, predict the reaction product. The product is: [CH3:5][CH:6]([C:9](=[O:20])[C:10]1[CH:11]=[CH:12][C:13]([C:16]([F:17])([F:18])[F:19])=[CH:14][CH:15]=1)[C:2]#[N:1]. (10) Given the reactants C[O:2][C:3]1[CH:8]=[CH:7][C:6]([C:9]([CH3:15])([CH3:14])[C:10]([F:13])([F:12])[F:11])=[CH:5][CH:4]=1.B(Br)(Br)Br, predict the reaction product. The product is: [F:11][C:10]([F:12])([F:13])[C:9]([C:6]1[CH:7]=[CH:8][C:3]([OH:2])=[CH:4][CH:5]=1)([CH3:15])[CH3:14].